Dataset: Full USPTO retrosynthesis dataset with 1.9M reactions from patents (1976-2016). Task: Predict the reactants needed to synthesize the given product. (1) The reactants are: [CH:1]([C:4]1[CH:9]=[CH:8][C:7]([C:10]2[CH:15]=[CH:14][N+:13]([O-])=[CH:12][CH:11]=2)=[CH:6][CH:5]=1)([CH3:3])[CH3:2].P(Cl)(Cl)([Cl:19])=O. Given the product [Cl:19][C:14]1[CH:15]=[C:10]([C:7]2[CH:8]=[CH:9][C:4]([CH:1]([CH3:3])[CH3:2])=[CH:5][CH:6]=2)[CH:11]=[CH:12][N:13]=1, predict the reactants needed to synthesize it. (2) The reactants are: [NH2:1][O:2]C1CCCCO1.[C:9]1([S:15]([N:18]2[C:26]3[C:21](=[CH:22][C:23]([CH:27]=[CH:28][C:29]([OH:31])=O)=[CH:24][CH:25]=3)[CH2:20][CH2:19]2)(=[O:17])=[O:16])[CH:14]=[CH:13][CH:12]=[CH:11][CH:10]=1.C1CN([P+](ON2N=NC3C=CC=CC2=3)(N2CCCC2)N2CCCC2)CC1.F[P-](F)(F)(F)(F)F.C(N(CC)CC)C.C(O)(C(F)(F)F)=O. Given the product [C:9]1([S:15]([N:18]2[C:26]3[C:21](=[CH:22][C:23]([CH:27]=[CH:28][C:29]([NH:1][OH:2])=[O:31])=[CH:24][CH:25]=3)[CH2:20][CH2:19]2)(=[O:17])=[O:16])[CH:14]=[CH:13][CH:12]=[CH:11][CH:10]=1, predict the reactants needed to synthesize it. (3) Given the product [CH3:1][O:2][C:3]1[CH:4]=[C:5]([C:11]2[C:19]3[C:14](=[N:15][CH:16]=[CH:17][CH:18]=3)[N:13]([C:33]([C:32]3[CH:36]=[CH:37][C:38]([N+:40]([O-:42])=[O:41])=[CH:39][C:31]=3[O:30][CH2:28][CH3:29])=[O:34])[CH:12]=2)[CH:6]=[CH:7][C:8]=1[O:9][CH3:10], predict the reactants needed to synthesize it. The reactants are: [CH3:1][O:2][C:3]1[CH:4]=[C:5]([C:11]2[C:19]3[C:14](=[N:15][CH:16]=[CH:17][CH:18]=3)[NH:13][CH:12]=2)[CH:6]=[CH:7][C:8]=1[O:9][CH3:10].C(N(C(C)C)CC)C.[CH2:28]([O:30][C:31]1[CH:39]=[C:38]([N+:40]([O-:42])=[O:41])[CH:37]=[CH:36][C:32]=1[C:33](O)=[O:34])[CH3:29].F[P-](F)(F)(F)(F)F.Br[P+](N1CCCC1)(N1CCCC1)N1CCCC1. (4) Given the product [CH2:1]([O:3][C:4]([C:6]1[NH:7][C:8]([CH3:21])=[C:9]([C:12]2[CH:13]=[CH:14][C:15]([C:18](=[O:20])[NH:28][C:29]3[CH:30]=[CH:31][C:32]([C:35]4[CH:40]=[CH:39][CH:38]=[CH:37][CH:36]=4)=[CH:33][CH:34]=3)=[CH:16][CH:17]=2)[C:10]=1[CH3:11])=[O:5])[CH3:2], predict the reactants needed to synthesize it. The reactants are: [CH2:1]([O:3][C:4]([C:6]1[NH:7][C:8]([CH3:21])=[C:9]([C:12]2[CH:17]=[CH:16][C:15]([C:18]([OH:20])=O)=[CH:14][CH:13]=2)[C:10]=1[CH3:11])=[O:5])[CH3:2].C(Cl)(=O)C(Cl)=O.[NH2:28][C:29]1[CH:34]=[CH:33][C:32]([C:35]2[CH:40]=[CH:39][CH:38]=[CH:37][CH:36]=2)=[CH:31][CH:30]=1. (5) Given the product [CH3:17][C:14]([CH3:16])([CH3:15])[CH2:13][NH:12][C:10]([C:8]1[CH:9]=[C:4]([C:2]([NH2:1])=[O:3])[C:5]([C:18]2[C:23]([CH3:24])=[C:22]([F:25])[CH:21]=[C:20]([C:26]([NH:68][CH2:67][C:64]3[CH:65]=[CH:66][C:61]([F:60])=[CH:62][CH:63]=3)=[O:28])[CH:19]=2)=[CH:6][CH:7]=1)=[O:11], predict the reactants needed to synthesize it. The reactants are: [NH2:1][C:2]([C:4]1[CH:9]=[C:8]([C:10]([NH:12][CH2:13][C:14]([CH3:17])([CH3:16])[CH3:15])=[O:11])[CH:7]=[CH:6][C:5]=1[C:18]1[C:23]([CH3:24])=[C:22]([F:25])[CH:21]=[C:20]([C:26]([OH:28])=O)[CH:19]=1)=[O:3].CN(C(ON1N=NC2C=CC=CC1=2)=[N+](C)C)C.F[P-](F)(F)(F)(F)F.CCN(CC)CC.[F:60][C:61]1[CH:66]=[CH:65][C:64]([CH2:67][NH2:68])=[CH:63][CH:62]=1. (6) Given the product [CH3:2][C:1]1([CH3:6])[O:20][CH:19]([CH2:21][C:22]([OH:24])=[O:23])[C:18](=[O:26])[O:25]1, predict the reactants needed to synthesize it. The reactants are: [C:1]1(C)[CH:6]=CC(S([O-])(=O)=O)=C[CH:2]=1.[NH+]1C=CC=CC=1.[C:18]([OH:26])(=[O:25])[CH:19]([CH2:21][C:22]([OH:24])=[O:23])[OH:20]. (7) Given the product [C:37]([C@@H:10]1[CH2:11][C@H:12]([N:14]([C:19]([C:21]2[N:25]([CH2:26][CH2:27][CH2:28][CH2:29][O:30][CH3:31])[C:24]3[CH:32]=[CH:33][C:34]([F:36])=[CH:35][C:23]=3[N:22]=2)=[O:20])[CH2:15][CH:16]([CH3:17])[CH3:18])[CH2:13][N:8]([C:6]([O:5][C:1]([CH3:3])([CH3:2])[CH3:4])=[O:7])[CH2:9]1)(=[O:38])[NH2:40], predict the reactants needed to synthesize it. The reactants are: [C:1]([O:5][C:6]([N:8]1[CH2:13][C@@H:12]([N:14]([C:19]([C:21]2[N:25]([CH2:26][CH2:27][CH2:28][CH2:29][O:30][CH3:31])[C:24]3[CH:32]=[CH:33][C:34]([F:36])=[CH:35][C:23]=3[N:22]=2)=[O:20])[CH2:15][CH:16]([CH3:18])[CH3:17])[CH2:11][C@@H:10]([C:37](O)=[O:38])[CH2:9]1)=[O:7])([CH3:4])([CH3:3])[CH3:2].[NH4+:40].N1(O)C2C=CC=CC=2N=N1.CCN=C=NCCCN(C)C.Cl.C(N(C(C)C)CC)(C)C. (8) Given the product [O:1]1[C:5]2[CH:6]=[CH:7][C:8]([C@H:10]([CH2:11][C:12]([O:14][CH3:15])=[O:13])[NH:16][C:17](=[O:19])[NH:44][C@@H:39]([CH2:40][CH2:41][CH2:42][CH3:43])[CH2:38][O:37][C:36](=[O:45])[N:35]([CH2:46][C:47]3[S:48][CH:49]=[CH:50][CH:51]=3)[CH2:34][C:30]3[S:29][CH:33]=[CH:32][CH:31]=3)=[CH:9][C:4]=2[O:3][CH2:2]1, predict the reactants needed to synthesize it. The reactants are: [O:1]1[C:5]2[CH:6]=[CH:7][C:8]([C@@H:10]([NH:16][C:17]([O:19]C3C=CC([N+]([O-])=O)=CC=3)=O)[CH2:11][C:12]([O:14][CH3:15])=[O:13])=[CH:9][C:4]=2[O:3][CH2:2]1.[S:29]1[CH:33]=[CH:32][CH:31]=[C:30]1[CH2:34][N:35]([CH2:46][C:47]1[S:48][CH:49]=[CH:50][CH:51]=1)[C:36](=[O:45])[O:37][CH2:38][C@@H:39]([NH2:44])[CH2:40][CH2:41][CH2:42][CH3:43].C(N(CC)C(C)C)(C)C. (9) Given the product [ClH:15].[CH3:16][N:17]([CH3:13])[CH2:18][CH2:1][C:2]([C:4]1[CH:5]=[CH:6][C:7]([N+:10]([O-:12])=[O:11])=[CH:8][CH:9]=1)=[O:3], predict the reactants needed to synthesize it. The reactants are: [CH3:1][C:2]([C:4]1[CH:9]=[CH:8][C:7]([N+:10]([O-:12])=[O:11])=[CH:6][CH:5]=1)=[O:3].[CH2:13]=O.[ClH:15].[CH3:16][NH:17][CH3:18]. (10) Given the product [C:1]([C:5]1[N:6]=[C:7]([N:16]2[CH2:20][CH2:19][C:18]([F:21])([F:22])[CH2:17]2)[C:8]2[N:13]=[N:12][N:11]([CH2:14][C:15]3[C:46]([F:53])=[CH:47][CH:48]=[C:49]([F:52])[C:50]=3[Cl:51])[C:9]=2[N:10]=1)([CH3:2])([CH3:3])[CH3:4], predict the reactants needed to synthesize it. The reactants are: [C:1]([C:5]1[N:6]=[C:7]([N:16]2[CH2:20][CH2:19][C:18]([F:22])([F:21])[CH2:17]2)[C:8]2[N:13]=[N:12][N:11]([CH2:14][CH3:15])[C:9]=2[N:10]=1)([CH3:4])([CH3:3])[CH3:2].C(C1N=C(N2CCC(F)(F)C2)C2N=NNC=2N=1)(C)(C)C.BrCC1[C:50]([Cl:51])=[C:49]([F:52])[CH:48]=[CH:47][C:46]=1[F:53].